This data is from Peptide-MHC class I binding affinity with 185,985 pairs from IEDB/IMGT. The task is: Regression. Given a peptide amino acid sequence and an MHC pseudo amino acid sequence, predict their binding affinity value. This is MHC class I binding data. (1) The peptide sequence is LARQHIAAL. The MHC is HLA-B58:01 with pseudo-sequence HLA-B58:01. The binding affinity (normalized) is 0.0847. (2) The peptide sequence is LTAGFLIFL. The MHC is HLA-A33:01 with pseudo-sequence HLA-A33:01. The binding affinity (normalized) is 0. (3) The peptide sequence is EKMEALQRKY. The MHC is HLA-A26:01 with pseudo-sequence HLA-A26:01. The binding affinity (normalized) is 0.190. (4) The peptide sequence is SVANRSKQK. The MHC is HLA-A68:02 with pseudo-sequence HLA-A68:02. The binding affinity (normalized) is 0. (5) The binding affinity (normalized) is 0.0702. The peptide sequence is SLVENNFFT. The MHC is HLA-A33:01 with pseudo-sequence HLA-A33:01.